From a dataset of Full USPTO retrosynthesis dataset with 1.9M reactions from patents (1976-2016). Predict the reactants needed to synthesize the given product. Given the product [F:34][C:3]([F:2])([F:33])[C:4]1[CH:28]=[C:27]([C:29]([F:31])([F:32])[F:30])[CH:26]=[CH:25][C:5]=1[CH2:6][N:7]1[CH2:12][CH2:11][CH:10](/[CH:13]=[C:14]2/[C:15]([NH:20][CH2:21][C:22]([NH:48][CH2:47][CH2:46][O:45][CH3:44])=[O:23])=[N:16][C:17](=[O:19])[S:18]/2)[CH2:9][CH2:8]1, predict the reactants needed to synthesize it. The reactants are: Cl.[F:2][C:3]([F:34])([F:33])[C:4]1[CH:28]=[C:27]([C:29]([F:32])([F:31])[F:30])[CH:26]=[CH:25][C:5]=1[CH2:6][N:7]1[CH2:12][CH2:11][CH:10](/[CH:13]=[C:14]2/[C:15]([NH:20][CH2:21][C:22](O)=[O:23])=[N:16][C:17](=[O:19])[S:18]/2)[CH2:9][CH2:8]1.C(N(C(C)C)C(C)C)C.[CH3:44][O:45][CH2:46][CH2:47][NH2:48].F[P-](F)(F)(F)(F)F.C(C(=NO[C+](N(C)C)N1CCOCC1)C(OCC)=O)#N.